Dataset: NCI-60 drug combinations with 297,098 pairs across 59 cell lines. Task: Regression. Given two drug SMILES strings and cell line genomic features, predict the synergy score measuring deviation from expected non-interaction effect. Drug 1: C1=CC(=CC=C1CCC2=CNC3=C2C(=O)NC(=N3)N)C(=O)NC(CCC(=O)O)C(=O)O. Drug 2: CC(C)NC(=O)C1=CC=C(C=C1)CNNC.Cl. Cell line: MDA-MB-231. Synergy scores: CSS=5.42, Synergy_ZIP=-6.48, Synergy_Bliss=-4.23, Synergy_Loewe=-15.3, Synergy_HSA=-5.52.